Dataset: Forward reaction prediction with 1.9M reactions from USPTO patents (1976-2016). Task: Predict the product of the given reaction. (1) Given the reactants [CH3:1][O:2][C:3]([N:5]1[C@@H:13]2[C@@H:8]([C@@:9]([OH:23])([C:14]#[C:15][C:16]3[CH:17]=[C:18]([CH3:22])[CH:19]=[CH:20][CH:21]=3)[CH2:10][CH2:11][CH2:12]2)[CH2:7][CH2:6]1)=[O:4].[C:24](O)(=[O:33])[CH2:25][CH2:26][CH2:27][CH2:28][CH2:29][CH2:30][CH2:31][CH3:32], predict the reaction product. The product is: [CH3:1][O:2][C:3]([N:5]1[C@H:13]2[C@H:8]([C@:9]([O:23][C:24](=[O:33])[CH2:25][CH2:26][CH2:27][CH2:28][CH2:29][CH2:30][CH2:31][CH3:32])([C:14]#[C:15][C:16]3[CH:17]=[C:18]([CH3:22])[CH:19]=[CH:20][CH:21]=3)[CH2:10][CH2:11][CH2:12]2)[CH2:7][CH2:6]1)=[O:4]. (2) Given the reactants Br[C:2]1[CH:3]=[CH:4][C:5]([C:8]#[N:9])=[N:6][CH:7]=1.[SH:10][CH:11]1[CH2:16][CH2:15][N:14]([C:17]([O:19][C:20]([CH3:23])([CH3:22])[CH3:21])=[O:18])[CH2:13][CH2:12]1.C(=O)([O-])[O-].[K+].[K+], predict the reaction product. The product is: [C:8]([C:5]1[N:6]=[CH:7][C:2]([S:10][CH:11]2[CH2:12][CH2:13][N:14]([C:17]([O:19][C:20]([CH3:23])([CH3:22])[CH3:21])=[O:18])[CH2:15][CH2:16]2)=[CH:3][CH:4]=1)#[N:9]. (3) Given the reactants C[O:2][C:3]1[CH:12]=[C:11]2[C:6]([C@H:7]([C:20]3[CH:25]=[CH:24][C:23]([O:26][CH2:27][CH2:28][N:29]4[CH2:33][CH2:32][CH2:31][CH2:30]4)=[CH:22][CH:21]=3)[C@H:8]([C:13]3[CH:18]=[CH:17][C:16]([CH3:19])=[CH:15][CH:14]=3)[CH2:9][O:10]2)=[CH:5][CH:4]=1.Cl.N1C=CC=CC=1, predict the reaction product. The product is: [OH:2][C:3]1[CH:12]=[C:11]2[C:6]([C@H:7]([C:20]3[CH:25]=[CH:24][C:23]([O:26][CH2:27][CH2:28][N:29]4[CH2:33][CH2:32][CH2:31][CH2:30]4)=[CH:22][CH:21]=3)[C@H:8]([C:13]3[CH:14]=[CH:15][C:16]([CH3:19])=[CH:17][CH:18]=3)[CH2:9][O:10]2)=[CH:5][CH:4]=1. (4) Given the reactants [SH:1][C:2]1[CH:7]=[CH:6][C:5]([N+:8]([O-:10])=[O:9])=[CH:4][N:3]=1.Br[CH2:12][CH2:13][O:14][C:15](=[O:23])[C:16]1[CH:21]=[CH:20][CH:19]=[C:18]([Cl:22])[CH:17]=1.C([O-])([O-])=O.[K+].[K+], predict the reaction product. The product is: [N+:8]([C:5]1[CH:6]=[CH:7][C:2]([S:1][CH2:12][CH2:13][O:14][C:15](=[O:23])[C:16]2[CH:21]=[CH:20][CH:19]=[C:18]([Cl:22])[CH:17]=2)=[N:3][CH:4]=1)([O-:10])=[O:9]. (5) Given the reactants [CH3:1][S:2]([O:5][C:6]1[CH:11]=[CH:10][C:9]([C:12]2([C:20]3[CH:25]=[CH:24][C:23]([F:26])=[C:22](Br)[CH:21]=3)[C:16](=[O:17])[N:15](C)[C:14]([NH2:19])=[N:13]2)=[CH:8][CH:7]=1)(=[O:4])=[O:3].[F:28][C:29]1[C:34](B(O)O)=[CH:33][CH:32]=[CH:31][N:30]=1.C(=O)([O-])[O-].[K+].[K+].O1CCCC1, predict the reaction product. The product is: [CH3:1][S:2]([O:5][C:6]1[CH:7]=[CH:8][C:9]([C:12]2([C:20]3[CH:25]=[CH:24][C:23]([F:26])=[C:22]([C:34]4[C:29]([F:28])=[N:30][CH:31]=[CH:32][CH:33]=4)[CH:21]=3)[C:16](=[O:17])[NH:15][C:14]([NH2:19])=[N:13]2)=[CH:10][CH:11]=1)(=[O:4])=[O:3]. (6) Given the reactants [S:1]1[C:5]2[CH:6]=[CH:7][CH:8]=[CH:9][C:4]=2[N:3]=[C:2]1[C:10](=[CH:13][N:14]([CH3:16])C)[C:11]#[N:12].C([N:19](CC)CC)C.S(O)(O)(=O)=O.CNN, predict the reaction product. The product is: [S:1]1[C:5]2[CH:6]=[CH:7][CH:8]=[CH:9][C:4]=2[N:3]=[C:2]1[C:10]1[CH:11]=[N:12][N:14]([CH3:16])[C:13]=1[NH2:19].